From a dataset of Experimentally validated miRNA-target interactions with 360,000+ pairs, plus equal number of negative samples. Binary Classification. Given a miRNA mature sequence and a target amino acid sequence, predict their likelihood of interaction. (1) The miRNA is mmu-miR-3968 with sequence CGAAUCCCACUCCAGACACCA. The protein sequence of the target gene is MACSIVQFCYFQDLQAARDFLFPHLREEILSGALRRDPSKSTDWEDDGWGAWEENEPQEPEEEGNTCKTQKTSWLQDCVLSLSPTNDLMVIAREQKAVFLVPKWKYSDKGKEEMQFAVGWSGSLNVEEGECVTSALCIPLASQKRSSTGRPDWTCIVVGFTSGYVRFYTENGVLLLAQLLNEDPVLQLKCRTYEIPRHPGVTEQNEELSILYPAAIVTIDGFSLFQSLRACRNQVAKAAASGNENIQPPPLAYKKWGLQDIDTIIDHASVGIMTLSPFDQMKTASNIGGFNAAIKNSPPA.... Result: 0 (no interaction). (2) The miRNA is hsa-miR-4653-5p with sequence UCUCUGAGCAAGGCUUAACACC. Result: 0 (no interaction). The protein sequence of the target gene is MFYGTHFIMSPPTKSKLKRQSQLLSSMLSRTLSYKYRDLDSTFSSLGASDDPAELSTQLSAPGVLKVFGDSVCTGTHYKSVLATGTSSARELVKEALERYALDPRQAGQYVLCDVVGQAGDAGQRWQARCFRVFGDSEKPLLIQELWKPREGLSRRFELRKRSDVEELAAKEVDTITAGINAQARRLQRSRAKGTPTPALGDARSSPPPRLRRTVSETSLSPVNALPAAAQGPEEPGPDAMRYSLYQSPHLLLLQGYSQQHDSLVYVLNRDRHTVGQRTPSSKPSISLSAPDILPLHCTI....